Dataset: Catalyst prediction with 721,799 reactions and 888 catalyst types from USPTO. Task: Predict which catalyst facilitates the given reaction. Reactant: S(=O)(=O)(O)O.[C-:6]#[N:7].[Na+].[F:9][C:10]1[CH:15]=[CH:14][C:13]([CH:16]=[C:17]([CH3:19])[CH3:18])=[CH:12][C:11]=1[C:20]([F:23])([F:22])[F:21].[OH-:24].[Na+]. Product: [F:9][C:10]1[CH:15]=[CH:14][C:13]([CH2:16][C:17]([NH:7][CH:6]=[O:24])([CH3:19])[CH3:18])=[CH:12][C:11]=1[C:20]([F:21])([F:22])[F:23]. The catalyst class is: 15.